Dataset: Forward reaction prediction with 1.9M reactions from USPTO patents (1976-2016). Task: Predict the product of the given reaction. (1) Given the reactants Br[C:2]1[CH:9]=[CH:8][CH:7]=[CH:6][C:3]=1[C:4]#[N:5].[Li]CCCC.[CH2:15]([S:17]SCC)[CH3:16], predict the reaction product. The product is: [CH2:15]([S:17][C:2]1[CH:9]=[CH:8][CH:7]=[CH:6][C:3]=1[C:4]#[N:5])[CH3:16]. (2) The product is: [CH:26]1([C:32]([C:2]2[CH:7]=[CH:6][C:5]([C:8]3[NH:25][C:11]4[CH:12]=[N:13][C:14]([NH:16][C:17]([CH:19]5[CH2:24][CH2:23][CH2:22][CH2:21][CH2:20]5)=[O:18])=[CH:15][C:10]=4[N:9]=3)=[CH:4][CH:3]=2)=[O:33])[CH2:31][CH2:30][CH2:29][CH2:28][CH2:27]1. Given the reactants N[C:2]1[CH:7]=[CH:6][C:5]([C:8]2[NH:25][C:11]3[CH:12]=[N:13][C:14]([NH:16][C:17]([CH:19]4[CH2:24][CH2:23][CH2:22][CH2:21][CH2:20]4)=[O:18])=[CH:15][C:10]=3[N:9]=2)=[CH:4][CH:3]=1.[CH:26]1([C:32](Cl)=[O:33])[CH2:31][CH2:30][CH2:29][CH2:28][CH2:27]1, predict the reaction product. (3) The product is: [Cl:12][C:9]1[N:10]=[C:11]2[C:6](=[CH:7][CH:8]=1)[N:5]=[CH:4][C:3]([C:13](=[O:15])[CH3:14])=[C:2]2[NH:29][CH:26]1[CH2:25][CH2:24][CH:23]([CH2:22][N:19]2[CH2:20][CH2:21][C@@H:17]([F:16])[CH2:18]2)[CH2:28][CH2:27]1. Given the reactants Cl[C:2]1[C:11]2[C:6](=[CH:7][CH:8]=[C:9]([Cl:12])[N:10]=2)[N:5]=[CH:4][C:3]=1[C:13](=[O:15])[CH3:14].[F:16][C@@H:17]1[CH2:21][CH2:20][N:19]([CH2:22][CH:23]2[CH2:28][CH2:27][CH:26]([NH2:29])[CH2:25][CH2:24]2)[CH2:18]1, predict the reaction product. (4) Given the reactants [CH3:1][C:2]1[CH:7]=[CH:6][C:5]([N+:8]([O-:10])=[O:9])=[CH:4][C:3]=1[OH:11].C(=O)([O-])[O-].[K+].[K+].[CH2:18]([O:20][C:21]([C:23]1[C:24]2[S:32][CH:31]=[C:30]([CH2:33]Br)[C:25]=2[C:26]([Cl:29])=[N:27][CH:28]=1)=[O:22])[CH3:19], predict the reaction product. The product is: [CH2:18]([O:20][C:21]([C:23]1[C:24]2[S:32][CH:31]=[C:30]([CH2:33][O:11][C:3]3[CH:4]=[C:5]([N+:8]([O-:10])=[O:9])[CH:6]=[CH:7][C:2]=3[CH3:1])[C:25]=2[C:26]([Cl:29])=[N:27][CH:28]=1)=[O:22])[CH3:19]. (5) Given the reactants F[C:2]([F:8])(F)S([O-])(=O)=O.FC(F)(F)S([O-])(=O)=O.[C:17]1(I([N+]2C=CC(OC)=CC=2)[N+]2C=CC(OC)=CC=2)[CH:22]=[CH:21][CH:20]=[CH:19][CH:18]=1, predict the reaction product. The product is: [F:8][C:2]1[CH:21]=[CH:22][C:17]([C:17]2[CH:18]=[CH:19][CH:20]=[CH:21][CH:22]=2)=[CH:18][CH:19]=1. (6) Given the reactants [Br:1][C:2]1(O)[CH:7]=[CH:6][CH:5]=[CH:4][NH:3]1.B.[O:10]1[CH2:14][CH2:13][CH2:12][CH2:11]1.Cl.[OH-:16].[Na+].O1[CH2:22][CH2:21][CH2:20][CH2:19]1, predict the reaction product. The product is: [Br:1][C:2]1[C:7]([O:16][C@@H:13]([C:12]2[CH:22]=[CH:21][CH:20]=[CH:19][CH:11]=2)[C@H:14]2[O:10][CH2:7][CH2:2][NH:3][CH2:4]2)=[CH:6][CH:5]=[CH:4][N:3]=1. (7) Given the reactants Cl[C:2]1[CH:3]=[CH:4][C:5]2[N:6]([C:8]([C:11]3[O:19][C:18]4[CH:17]=[CH:16][N:15]=[C:14]([O:20][CH3:21])[C:13]=4[CH:12]=3)=[CH:9][N:10]=2)[N:7]=1.[NH2:22][CH2:23][CH:24]([CH:26]1[CH2:28][CH2:27]1)[OH:25], predict the reaction product. The product is: [CH:26]1([CH:24]([OH:25])[CH2:23][NH:22][C:2]2[CH:3]=[CH:4][C:5]3[N:6]([C:8]([C:11]4[O:19][C:18]5[CH:17]=[CH:16][N:15]=[C:14]([O:20][CH3:21])[C:13]=5[CH:12]=4)=[CH:9][N:10]=3)[N:7]=2)[CH2:28][CH2:27]1. (8) The product is: [CH:7]1([NH:11][CH2:12][CH2:13][CH2:14][NH2:15])[CH2:10][CH2:9][CH2:8]1. Given the reactants [H-].[Al+3].[Li+].[H-].[H-].[H-].[CH:7]1([NH:11][CH2:12][CH2:13][C:14]#[N:15])[CH2:10][CH2:9][CH2:8]1.[OH-].[Na+].S([O-])([O-])(=O)=O.[Mg+2], predict the reaction product.